From a dataset of NCI-60 drug combinations with 297,098 pairs across 59 cell lines. Regression. Given two drug SMILES strings and cell line genomic features, predict the synergy score measuring deviation from expected non-interaction effect. (1) Drug 1: COC1=CC(=CC(=C1O)OC)C2C3C(COC3=O)C(C4=CC5=C(C=C24)OCO5)OC6C(C(C7C(O6)COC(O7)C8=CC=CS8)O)O. Drug 2: C1=NNC2=C1C(=O)NC=N2. Cell line: SN12C. Synergy scores: CSS=40.1, Synergy_ZIP=1.77, Synergy_Bliss=2.21, Synergy_Loewe=-73.6, Synergy_HSA=1.92. (2) Drug 1: CC(CN1CC(=O)NC(=O)C1)N2CC(=O)NC(=O)C2. Drug 2: C1CN1P(=S)(N2CC2)N3CC3. Cell line: M14. Synergy scores: CSS=2.08, Synergy_ZIP=-5.23, Synergy_Bliss=-7.37, Synergy_Loewe=-8.91, Synergy_HSA=-6.94.